Dataset: Forward reaction prediction with 1.9M reactions from USPTO patents (1976-2016). Task: Predict the product of the given reaction. (1) Given the reactants [Cl:1][C:2]1[CH:7]=[C:6]([NH:8]CC2C=CC(OC)=CC=2)[N:5]=[C:4]([C:18]([O:20][CH3:21])=[O:19])[N:3]=1.FC(F)(F)C(O)=O.FC(F)(F)S(O)(=O)=O, predict the reaction product. The product is: [NH2:8][C:6]1[CH:7]=[C:2]([Cl:1])[N:3]=[C:4]([C:18]([O:20][CH3:21])=[O:19])[N:5]=1. (2) Given the reactants Br[C:2]1[CH:7]=[CH:6][C:5]([Br:8])=[CH:4][N:3]=1.[Li]CCCC.[CH:14]([C:16]1[CH:17]=[C:18]([C:27]([O:29][CH2:30][CH3:31])=[O:28])[C:19](=[O:26])[N:20]2[C:25]=1[CH:24]=[CH:23][CH:22]=[CH:21]2)=[O:15].[Cl-].[NH4+], predict the reaction product. The product is: [Br:8][C:5]1[CH:6]=[CH:7][C:2]([CH:14]([OH:15])[C:16]2[CH:17]=[C:18]([C:27]([O:29][CH2:30][CH3:31])=[O:28])[C:19](=[O:26])[N:20]3[C:25]=2[CH:24]=[CH:23][CH:22]=[CH:21]3)=[N:3][CH:4]=1. (3) The product is: [CH2:19]([O:5][C:4]1[C:3]([O:9][C@H:8]([C@H:10]([CH2:12][OH:13])[OH:11])[C:6]=1[OH:7])=[O:2])[CH:20]([CH2:22][OH:23])[OH:21]. Given the reactants O.[O:2]=[C:3]1[O:9][C@H:8]([C@H:10]([CH2:12][OH:13])[OH:11])[C:6]([OH:7])=[C:4]1[OH:5].C(=O)([O-])O.[Na+].[CH2:19]1[O:21][CH:20]1[CH2:22][OH:23], predict the reaction product. (4) Given the reactants [Cl:1][C:2]1[C:3]([F:20])=[C:4]([S:8]([NH:11][C:12]2[C:17]([O:18][CH3:19])=[N:16][CH:15]=[CH:14][N:13]=2)(=[O:10])=[O:9])[CH:5]=[CH:6][CH:7]=1.F[B-](F)(F)F.[O:26]=[N+:27]=[O:28], predict the reaction product. The product is: [Cl:1][C:2]1[C:3]([F:20])=[C:4]([S:8]([NH:11][C:12]2[C:17]([O:18][CH3:19])=[N:16][C:15]([N+:27]([O-:28])=[O:26])=[CH:14][N:13]=2)(=[O:9])=[O:10])[CH:5]=[CH:6][CH:7]=1. (5) Given the reactants [CH3:1][C:2]([CH3:13])([CH3:12])[C:3]([NH:5][C:6]1[CH:11]=[CH:10][N:9]=[CH:8][CH:7]=1)=[O:4].[CH2:14]([Li])CCC.[C:19]([O:26]CC)(=O)[C:20]([O:22][CH2:23][CH3:24])=[O:21], predict the reaction product. The product is: [CH3:1][C:2]([CH3:13])([CH3:12])[C:3]([NH:5][C:6]1[CH:11]=[CH:10][N:9]=[CH:8][C:7]=1[CH2:14][C:19](=[O:26])[C:20]([O:22][CH2:23][CH3:24])=[O:21])=[O:4]. (6) The product is: [CH2:1]([O:3][C:4]([N:6]1[C:10]2=[N:11][CH:12]=[C:13]([B:24]3[O:28][C:27]([CH3:30])([CH3:29])[C:26]([CH3:32])([CH3:31])[O:25]3)[CH:14]=[C:9]2[CH:8]=[C:7]1[C:16]1[C:21]([F:22])=[CH:20][CH:19]=[CH:18][C:17]=1[F:23])=[O:5])[CH3:2]. Given the reactants [CH2:1]([O:3][C:4]([N:6]1[C:10]2=[N:11][CH:12]=[C:13](Br)[CH:14]=[C:9]2[CH:8]=[C:7]1[C:16]1[C:21]([F:22])=[CH:20][CH:19]=[CH:18][C:17]=1[F:23])=[O:5])[CH3:2].[B:24]1([B:24]2[O:28][C:27]([CH3:30])([CH3:29])[C:26]([CH3:32])([CH3:31])[O:25]2)[O:28][C:27]([CH3:30])([CH3:29])[C:26]([CH3:32])([CH3:31])[O:25]1.C([O-])(=O)C.[K+], predict the reaction product. (7) The product is: [CH3:24][O:23][C:19]1[CH:18]=[C:17]2[C:22]([C:13]([O:12][CH2:11][C:8]3[N:6]4[N:7]=[C:2]([C:29]#[C:28][C:26]([CH3:27])([OH:30])[CH3:25])[CH:3]=[CH:4][C:5]4=[N:10][N:9]=3)=[CH:14][CH:15]=[N:16]2)=[CH:21][CH:20]=1. Given the reactants Cl[C:2]1[CH:3]=[CH:4][C:5]2[N:6]([C:8]([CH2:11][O:12][C:13]3[C:22]4[C:17](=[CH:18][C:19]([O:23][CH3:24])=[CH:20][CH:21]=4)[N:16]=[CH:15][CH:14]=3)=[N:9][N:10]=2)[N:7]=1.[CH3:25][C:26]([OH:30])([C:28]#[CH:29])[CH3:27].C(N(CC)CC)C.C(#N)C, predict the reaction product. (8) Given the reactants [Br:1][C:2]1[CH:3]=[C:4]([C:8](=O)[CH2:9][S:10][C:11]#[N:12])[CH:5]=[CH:6][CH:7]=1.[OH-].[Na+].[BrH:16], predict the reaction product. The product is: [Br:16][C:11]1[S:10][CH:9]=[C:8]([C:4]2[CH:5]=[CH:6][CH:7]=[C:2]([Br:1])[CH:3]=2)[N:12]=1. (9) Given the reactants [CH:1]([C:4]1[CH:5]=[CH:6][C:7]([S:10]([N:13]([CH2:21][C:22](O)=[O:23])[C:14]2[CH:19]=[CH:18][C:17]([CH3:20])=[CH:16][CH:15]=2)(=[O:12])=[O:11])=[N:8][CH:9]=1)([CH3:3])[CH3:2].[CH2:25]([NH:27][CH2:28][C:29]1[CH:34]=[CH:33][CH:32]=[CH:31][N:30]=1)[CH3:26], predict the reaction product. The product is: [CH2:25]([N:27]([CH2:28][C:29]1[CH:34]=[CH:33][CH:32]=[CH:31][N:30]=1)[C:22](=[O:23])[CH2:21][N:13]([S:10]([C:7]1[CH:6]=[CH:5][C:4]([CH:1]([CH3:2])[CH3:3])=[CH:9][N:8]=1)(=[O:11])=[O:12])[C:14]1[CH:15]=[CH:16][C:17]([CH3:20])=[CH:18][CH:19]=1)[CH3:26].